The task is: Regression. Given a peptide amino acid sequence and an MHC pseudo amino acid sequence, predict their binding affinity value. This is MHC class I binding data.. This data is from Peptide-MHC class I binding affinity with 185,985 pairs from IEDB/IMGT. The peptide sequence is PYLFWLAAI. The MHC is HLA-B54:01 with pseudo-sequence HLA-B54:01. The binding affinity (normalized) is 0.